From a dataset of Full USPTO retrosynthesis dataset with 1.9M reactions from patents (1976-2016). Predict the reactants needed to synthesize the given product. (1) Given the product [F:1][C:2]1[CH:3]=[C:4]([O:21][CH3:22])[CH:5]=[C:6]2[C:10]=1[NH:9][C:8]([C:11]1[C:12]([CH3:18])=[N:13][N:14]([CH3:17])[C:15]=1[CH3:16])=[C:7]2/[CH:19]=[C:34]1\[O:35][C:31]2[CH:30]=[CH:29][C:28]([NH:27][C:25]([NH:24][CH3:23])=[O:26])=[CH:37][C:32]=2[C:33]\1=[O:36], predict the reactants needed to synthesize it. The reactants are: [F:1][C:2]1[CH:3]=[C:4]([O:21][CH3:22])[CH:5]=[C:6]2[C:10]=1[NH:9][C:8]([C:11]1[C:12]([CH3:18])=[N:13][N:14]([CH3:17])[C:15]=1[CH3:16])=[C:7]2[CH:19]=O.[CH3:23][NH:24][C:25]([NH:27][C:28]1[CH:29]=[CH:30][C:31]2[O:35][CH2:34][C:33](=[O:36])[C:32]=2[CH:37]=1)=[O:26].C([O-])([O-])=O.[Na+].[Na+]. (2) The reactants are: F[C:2]1[N:7]=[C:6]([Sn:8]([CH2:17][CH2:18][CH2:19][CH3:20])([CH2:13][CH2:14][CH2:15][CH3:16])[CH2:9][CH2:10][CH2:11][CH3:12])[CH:5]=[CH:4][CH:3]=1.[CH3:21][S-:22].[Na+]. Given the product [CH3:21][S:22][C:2]1[CH:3]=[CH:4][CH:5]=[C:6]([Sn:8]([CH2:17][CH2:18][CH2:19][CH3:20])([CH2:13][CH2:14][CH2:15][CH3:16])[CH2:9][CH2:10][CH2:11][CH3:12])[N:7]=1, predict the reactants needed to synthesize it. (3) The reactants are: [CH2:1]([OH:6])[CH:2]([OH:5])[CH:3]=[CH2:4].[CH3:7][C:8]([CH3:10])=O.COC(OC)(C)C.C1(C)C=CC(S(O)(=O)=O)=CC=1. Given the product [CH3:7][C:8]1([CH3:10])[O:5][CH:2]([CH:3]=[CH2:4])[CH2:1][O:6]1, predict the reactants needed to synthesize it. (4) Given the product [CH:1]1([C:7]2[CH:27]=[CH:26][C:10]([CH2:11][O:12]/[N:13]=[C:14](/[C:16]3[CH:23]=[CH:22][C:19]([CH2:20][N:32]4[CH2:35][CH:34]([C:36]([OH:38])=[O:37])[CH2:33]4)=[C:18]([CH2:24][CH3:25])[CH:17]=3)\[CH3:15])=[CH:9][C:8]=2[C:28]([F:29])([F:30])[F:31])[CH2:6][CH2:5][CH2:4][CH2:3][CH2:2]1, predict the reactants needed to synthesize it. The reactants are: [CH:1]1([C:7]2[CH:27]=[CH:26][C:10]([CH2:11][O:12][N:13]=[C:14]([C:16]3[CH:23]=[CH:22][C:19]([CH:20]=O)=[C:18]([CH2:24][CH3:25])[CH:17]=3)[CH3:15])=[CH:9][C:8]=2[C:28]([F:31])([F:30])[F:29])[CH2:6][CH2:5][CH2:4][CH2:3][CH2:2]1.[NH:32]1[CH2:35][CH:34]([C:36]([OH:38])=[O:37])[CH2:33]1.[BH-](OC(C)=O)(OC(C)=O)OC(C)=O.[Na+].[OH-].[Na+]. (5) Given the product [OH:15][CH2:14][CH2:13][C:10]1[CH:9]=[CH:8][C:7]([CH2:6][CH2:5][C:1]#[N:2])=[CH:12][CH:11]=1, predict the reactants needed to synthesize it. The reactants are: [C-:1]#[N:2].[Na+].O[CH2:5][CH2:6][C:7]1[CH:12]=[CH:11][C:10]([CH2:13][CH2:14][O:15]S(C2C=CC(C)=CC=2)(=O)=O)=[CH:9][CH:8]=1. (6) Given the product [C:1]1([S:7]([N:10]2[C:14]3=[N:15][CH:16]=[C:17]([Br:19])[CH:18]=[C:13]3[C:12]([C:20]#[N:22])=[CH:11]2)(=[O:9])=[O:8])[CH:6]=[CH:5][CH:4]=[CH:3][CH:2]=1, predict the reactants needed to synthesize it. The reactants are: [C:1]1([S:7]([N:10]2[C:14]3=[N:15][CH:16]=[C:17]([Br:19])[CH:18]=[C:13]3[C:12]([CH:20]=O)=[CH:11]2)(=[O:9])=[O:8])[CH:6]=[CH:5][CH:4]=[CH:3][CH:2]=1.[N:22]1C=CC=CC=1.[O-]S([O-])(=O)=O.[Mg+2].[Se](=O)=O. (7) Given the product [CH3:3][O:4]/[C:5](=[CH:10]\[C:11]1[CH:12]=[CH:13][C:14]([C:17]2[CH:22]=[CH:21][CH:20]=[C:19]([N:23]([CH3:32])[C:24]([NH:26][CH2:27][CH2:28][CH2:29][CH2:30][CH3:31])=[O:25])[CH:18]=2)=[CH:15][CH:16]=1)/[C:6]([OH:8])=[O:7], predict the reactants needed to synthesize it. The reactants are: [OH-].[Na+].[CH3:3][O:4]/[C:5](=[CH:10]\[C:11]1[CH:16]=[CH:15][C:14]([C:17]2[CH:22]=[CH:21][CH:20]=[C:19]([N:23]([CH3:32])[C:24]([NH:26][CH2:27][CH2:28][CH2:29][CH2:30][CH3:31])=[O:25])[CH:18]=2)=[CH:13][CH:12]=1)/[C:6]([O:8]C)=[O:7].C(O)(=O)C. (8) The reactants are: C(OC(=O)[N:7]([S:13]([C:16]1[CH:21]=[CH:20][C:19]([O:22][C:23]2[CH:24]=[N:25][C:26](Cl)=[CH:27][C:28]=2[C:29]2[CH:30]=[N:31][CH:32]=[N:33][CH:34]=2)=[C:18]([C:36]#[N:37])[CH:17]=1)(=[O:15])=[O:14])[C:8]1[N:9]=[CH:10][S:11][CH:12]=1)(C)(C)C.[F:39][C:40]1[CH:41]=[C:42](B(O)O)[CH:43]=[CH:44][CH:45]=1.C([O-])([O-])=O.[Na+].[Na+].O. Given the product [C:36]([C:18]1[CH:17]=[C:16]([S:13]([NH:7][C:8]2[N:9]=[CH:10][S:11][CH:12]=2)(=[O:14])=[O:15])[CH:21]=[CH:20][C:19]=1[O:22][C:23]1[CH:24]=[N:25][C:26]([C:44]2[CH:43]=[CH:42][CH:41]=[C:40]([F:39])[CH:45]=2)=[CH:27][C:28]=1[C:29]1[CH:34]=[N:33][CH:32]=[N:31][CH:30]=1)#[N:37], predict the reactants needed to synthesize it.